Dataset: Full USPTO retrosynthesis dataset with 1.9M reactions from patents (1976-2016). Task: Predict the reactants needed to synthesize the given product. (1) Given the product [Cl:1][C:2]1[CH:7]=[CH:6][C:5]2[NH:8][C:9](=[O:10])[O:32][C@:22]([C:27]#[C:28][CH:29]3[CH2:31][CH2:30]3)([C:23]([F:24])([F:25])[F:26])[C:4]=2[CH:3]=1, predict the reactants needed to synthesize it. The reactants are: [Cl:1][C:2]1[CH:7]=[CH:6][C:5]([NH:8][C:9]([C@@]23C(C)(C)[C@@](C)(CC2)C(=O)O3)=[O:10])=[C:4]([C@@:22]([OH:32])([C:27]#[C:28][CH:29]2[CH2:31][CH2:30]2)[C:23]([F:26])([F:25])[F:24])[CH:3]=1.C(N(CC)CC)C.ClC(OC(Cl)C)=O.C([O-])([O-])=O.[K+].[K+]. (2) Given the product [O:30]1[CH2:35][CH2:34][CH2:33][CH2:32][CH:31]1[O:36][CH2:37][CH2:38][C:39]#[C:40][C:7]1[CH:8]=[CH:9][C:10]2[CH2:16][CH:15]([CH2:17][C:18]([O:20][CH2:21][CH3:22])=[O:19])[C:14]3[CH:23]=[CH:24][CH:25]=[CH:26][C:13]=3[CH2:12][C:11]=2[CH:27]=1, predict the reactants needed to synthesize it. The reactants are: FC(F)(F)S(O[C:7]1[CH:8]=[CH:9][C:10]2[CH2:16][CH:15]([CH2:17][C:18]([O:20][CH2:21][CH3:22])=[O:19])[C:14]3[CH:23]=[CH:24][CH:25]=[CH:26][C:13]=3[CH2:12][C:11]=2[CH:27]=1)(=O)=O.[O:30]1[CH2:35][CH2:34][CH2:33][CH2:32][CH:31]1[O:36][CH2:37][CH2:38][C:39]#[C:40][Sn](CCCC)(CCCC)CCCC.[Li+].[Cl-]. (3) Given the product [O:54]=[C:50]1[CH2:51][CH2:52][CH2:53][N:49]1[C:16]1[N:21]=[CH:20][C:19]([C:22]([NH:24][CH:25]2[CH2:30][CH2:29][C:28](=[CH:31][C:32]3[CH:37]=[CH:36][CH:35]=[C:34]([O:38][C:39]4[CH:44]=[CH:43][C:42]([C:45]([F:48])([F:47])[F:46])=[CH:41][N:40]=4)[CH:33]=3)[CH2:27][CH2:26]2)=[O:23])=[CH:18][CH:17]=1, predict the reactants needed to synthesize it. The reactants are: C(=O)([O-])[O-].[K+].[K+].N[C@@H]1CCCC[C@H]1N.Cl[C:16]1[N:21]=[CH:20][C:19]([C:22]([NH:24][CH:25]2[CH2:30][CH2:29][C:28](=[CH:31][C:32]3[CH:37]=[CH:36][CH:35]=[C:34]([O:38][C:39]4[CH:44]=[CH:43][C:42]([C:45]([F:48])([F:47])[F:46])=[CH:41][N:40]=4)[CH:33]=3)[CH2:27][CH2:26]2)=[O:23])=[CH:18][CH:17]=1.[NH:49]1[CH2:53][CH2:52][CH2:51][C:50]1=[O:54].